From a dataset of Full USPTO retrosynthesis dataset with 1.9M reactions from patents (1976-2016). Predict the reactants needed to synthesize the given product. Given the product [CH2:1]([O:3][C:4](=[O:40])[CH2:5][C:6]1[CH:7]=[C:8]([C:14]2[CH:19]=[CH:18][C:17]([C:42]3[CH:47]=[N:46][C:45]([O:48][CH2:49][CH3:50])=[CH:44][CH:43]=3)=[CH:16][C:15]=2[CH2:29][N:30]([C:33]([O:35][C:36]([CH3:39])([CH3:38])[CH3:37])=[O:34])[CH2:31][CH3:32])[C:9]([O:12][CH3:13])=[CH:10][CH:11]=1)[CH3:2], predict the reactants needed to synthesize it. The reactants are: [CH2:1]([O:3][C:4](=[O:40])[CH2:5][C:6]1[CH:7]=[C:8]([C:14]2[CH:19]=[CH:18][C:17](B3OC(C)(C)C(C)(C)O3)=[CH:16][C:15]=2[CH2:29][N:30]([C:33]([O:35][C:36]([CH3:39])([CH3:38])[CH3:37])=[O:34])[CH2:31][CH3:32])[C:9]([O:12][CH3:13])=[CH:10][CH:11]=1)[CH3:2].Br[C:42]1[CH:43]=[CH:44][C:45]([O:48][CH2:49][CH3:50])=[N:46][CH:47]=1.